Predict which catalyst facilitates the given reaction. From a dataset of Catalyst prediction with 721,799 reactions and 888 catalyst types from USPTO. (1) Reactant: [F:1][C:2]1[CH:3]=[C:4]([NH:9][C:10]2[CH:15]=[CH:14][CH:13]=[CH:12][CH:11]=2)[C:5]([NH2:8])=[CH:6][CH:7]=1.[CH2:16]([O:23][CH2:24][CH2:25][C@H:26]([NH:30][C:31]([O:33][C:34]([CH3:37])([CH3:36])[CH3:35])=[O:32])[C:27](O)=[O:28])[C:17]1[CH:22]=[CH:21][CH:20]=[CH:19][CH:18]=1.C1C=NC2N(O)N=NC=2C=1.CN1CCOCC1.Cl.CN(C)CCCN=C=NCC. Product: [C:34]([O:33][C:31](=[O:32])[NH:30][C@H:26]([C:27](=[O:28])[NH:8][C:5]1[CH:6]=[CH:7][C:2]([F:1])=[CH:3][C:4]=1[NH:9][C:10]1[CH:15]=[CH:14][CH:13]=[CH:12][CH:11]=1)[CH2:25][CH2:24][O:23][CH2:16][C:17]1[CH:22]=[CH:21][CH:20]=[CH:19][CH:18]=1)([CH3:37])([CH3:35])[CH3:36]. The catalyst class is: 2. (2) Reactant: [CH3:1][C:2]1[CH:7]=[CH:6][C:5]([NH:8][C:9](=[O:20])[C:10]2[CH:15]=[CH:14][CH:13]=[C:12]([C:16]([F:19])([F:18])[F:17])[CH:11]=2)=[CH:4][C:3]=1[NH:21][C:22]1[N:27]=[CH:26][N:25]=[C:24]2[NH:28][N:29]=[CH:30][C:23]=12.Br.Br[CH2:33][CH2:34][N:35]([CH2:38][CH3:39])[CH2:36][CH3:37].C(=O)([O-])[O-].[Cs+].[Cs+]. Product: [CH2:34]([N:35]([CH2:38][CH3:39])[CH2:36][CH2:37][N:28]1[C:24]2=[N:25][CH:26]=[N:27][C:22]([NH:21][C:3]3[CH:4]=[C:5]([NH:8][C:9](=[O:20])[C:10]4[CH:15]=[CH:14][CH:13]=[C:12]([C:16]([F:19])([F:17])[F:18])[CH:11]=4)[CH:6]=[CH:7][C:2]=3[CH3:1])=[C:23]2[CH:30]=[N:29]1)[CH3:33]. The catalyst class is: 9. (3) Reactant: [C:1]([O:5][C:6]([NH:8][C@@H:9]([C:13]([CH3:17])([CH3:16])[CH:14]=[CH2:15])[C:10]([OH:12])=O)=[O:7])([CH3:4])([CH3:3])[CH3:2].F[P-](F)(F)(F)(F)F.N1(O[P+](N2CCCC2)(N2CCCC2)N2CCCC2)C2C=CC=CC=2N=N1.C(N(C(C)C)CC)(C)C.[CH3:60]/[C:61](=[CH:67]\[C@@H:68]([NH:72][CH3:73])[CH:69]([CH3:71])[CH3:70])/[C:62]([O:64][CH2:65][CH3:66])=[O:63]. Product: [C:1]([O:5][C:6]([NH:8][CH:9]([C:13]([CH3:17])([CH3:16])[CH:14]=[CH2:15])[C:10]([N:72]([CH3:73])[C@@H:68]([CH:69]([CH3:71])[CH3:70])/[CH:67]=[C:61](\[CH3:60])/[C:62]([O:64][CH2:65][CH3:66])=[O:63])=[O:12])=[O:7])([CH3:2])([CH3:3])[CH3:4]. The catalyst class is: 35. (4) Reactant: Br[CH2:2][CH2:3][CH2:4][O:5][C:6]1[CH:7]=[CH:8][C:9]2[C:15]([CH3:17])([CH3:16])[CH2:14][CH2:13][C:12](=[O:18])[NH:11][C:10]=2[CH:19]=1.Cl.[Cl:21][C:22]1[C:27]([Cl:28])=[CH:26][CH:25]=[CH:24][C:23]=1[N:29]1[CH2:34][CH2:33][NH:32][CH2:31][CH2:30]1.[I-].[Na+].C(=O)([O-])[O-].[K+].[K+]. Product: [Cl:21][C:22]1[C:27]([Cl:28])=[CH:26][CH:25]=[CH:24][C:23]=1[N:29]1[CH2:34][CH2:33][N:32]([CH2:2][CH2:3][CH2:4][O:5][C:6]2[CH:7]=[CH:8][C:9]3[C:15]([CH3:17])([CH3:16])[CH2:14][CH2:13][C:12](=[O:18])[NH:11][C:10]=3[CH:19]=2)[CH2:31][CH2:30]1. The catalyst class is: 10. (5) Reactant: [Cl:1][C:2]1[CH:3]=[C:4]([CH:27]=[CH:28][C:29]=1[F:30])[CH2:5][N:6]1[C:11](=[O:12])[C:10]2[C:13]([O:22][CH3:23])=[C:14]3[C:19](=[O:20])[N:18]([CH3:21])[CH2:17][CH2:16][N:15]3[C:9]=2[C:8]([CH2:24][C:25]#[N:26])=[N:7]1.C[Si]([N-][Si](C)(C)C)(C)C.[Li+].Br[CH2:42][C:43]([O:45][CH3:46])=[O:44]. Product: [Cl:1][C:2]1[CH:3]=[C:4]([CH:27]=[CH:28][C:29]=1[F:30])[CH2:5][N:6]1[C:11](=[O:12])[C:10]2[C:13]([O:22][CH3:23])=[C:14]3[C:19](=[O:20])[N:18]([CH3:21])[CH2:17][CH2:16][N:15]3[C:9]=2[C:8]([CH:24]([C:25]#[N:26])[CH2:42][C:43]([O:45][CH3:46])=[O:44])=[N:7]1. The catalyst class is: 198. (6) Reactant: [C:1]([O:5][C:6](=[O:34])[NH:7][CH2:8][CH2:9][CH:10]([C:12]1[CH:17]=[CH:16][C:15]([N:18]([C:20]2[CH:25]=[CH:24][C:23]([O:26][CH2:27][C:28]3[CH:33]=[CH:32][CH:31]=[CH:30][CH:29]=3)=[CH:22][CH:21]=2)[CH3:19])=[CH:14][CH:13]=1)[CH3:11])([CH3:4])([CH3:3])[CH3:2].[H-].[Na+].[CH3:37]I. Product: [C:1]([O:5][C:6](=[O:34])[N:7]([CH2:8][CH2:9][CH:10]([C:12]1[CH:17]=[CH:16][C:15]([N:18]([C:20]2[CH:25]=[CH:24][C:23]([O:26][CH2:27][C:28]3[CH:33]=[CH:32][CH:31]=[CH:30][CH:29]=3)=[CH:22][CH:21]=2)[CH3:19])=[CH:14][CH:13]=1)[CH3:11])[CH3:37])([CH3:2])([CH3:3])[CH3:4]. The catalyst class is: 1. (7) Reactant: Cl[C:2]1[C:7]([CH:8]([CH2:13][CH2:14][CH3:15])[C:9]([O:11][CH3:12])=[O:10])=[C:6]([CH3:16])[N:5]=[C:4]([C:17]2[CH:22]=[CH:21][CH:20]=[CH:19][CH:18]=2)[N:3]=1.C(N(CC)C(C)C)(C)C.C[O:33][C:34]1[CH:39]=[C:38]([CH3:40])[CH:37]=[CH:36][C:35]=1B(O)O. Product: [OH:33][C:34]1[CH:39]=[C:38]([CH3:40])[CH:37]=[CH:36][C:35]=1[C:2]1[C:7]([CH:8]([CH2:13][CH2:14][CH3:15])[C:9]([O:11][CH3:12])=[O:10])=[C:6]([CH3:16])[N:5]=[C:4]([C:17]2[CH:22]=[CH:21][CH:20]=[CH:19][CH:18]=2)[N:3]=1. The catalyst class is: 108. (8) Reactant: [CH3:1][CH:2]([CH2:4][CH2:5][CH2:6][C@H:7]([CH2:9][CH2:10][CH2:11][C@H:12]([CH2:14][CH2:15][CH2:16]/[C:17](=[CH:19]/[CH2:20][OH:21])/[CH3:18])[CH3:13])[CH3:8])[CH3:3].[Br:22][CH2:23][CH2:24][CH2:25][CH2:26][CH2:27][C:28](O)=[O:29].C1(N=C=NC2CCCCC2)CCCCC1. Product: [Br:22][CH2:23][CH2:24][CH2:25][CH2:26][CH2:27][C:28]([O:21][CH2:20]/[CH:19]=[C:17](\[CH3:18])/[CH2:16][CH2:15][CH2:14][CH:12]([CH3:13])[CH2:11][CH2:10][CH2:9][CH:7]([CH3:8])[CH2:6][CH2:5][CH2:4][CH:2]([CH3:1])[CH3:3])=[O:29]. The catalyst class is: 119. (9) Reactant: [NH2:1][C:2]([C:4]1[CH:12]=[CH:11][C:7]([C:8]([OH:10])=[O:9])=[CH:6][C:5]=1[N+:13]([O-])=O)=[O:3].C(=O)(O)[O-].[Na+]. The catalyst class is: 522. Product: [NH2:13][C:5]1[CH:6]=[C:7]([CH:11]=[CH:12][C:4]=1[C:2]([NH2:1])=[O:3])[C:8]([OH:10])=[O:9]. (10) Reactant: [CH3:1][O:2][C:3]([C:5]12[CH2:12][CH2:11][C:8]([C:13](O)=O)([CH2:9][CH2:10]1)[CH2:7][CH2:6]2)=[O:4].C(N1C=CN=C1)(N1C=CN=C1)=O.[F:28][C:29]1[CH:38]=[CH:37][C:32]([C:33](=[N:35][OH:36])[NH2:34])=[CH:31][CH:30]=1. Product: [F:28][C:29]1[CH:38]=[CH:37][C:32]([C:33]2[N:34]=[C:13]([C:8]34[CH2:11][CH2:12][C:5]([C:3]([O:2][CH3:1])=[O:4])([CH2:6][CH2:7]3)[CH2:10][CH2:9]4)[O:36][N:35]=2)=[CH:31][CH:30]=1. The catalyst class is: 4.